Dataset: Full USPTO retrosynthesis dataset with 1.9M reactions from patents (1976-2016). Task: Predict the reactants needed to synthesize the given product. (1) Given the product [CH2:34]([O:23][C:20]1[CH:21]=[C:22]2[C:17]([CH2:16][CH2:15][CH2:14][CH:13]2[C:11]([N:10]([CH2:9][C:6]2[CH:7]=[CH:8][C:3]([N:2]([CH3:33])[CH3:1])=[CH:4][CH:5]=2)[C:24]2[CH:25]=[CH:26][C:27]([CH:30]([CH3:31])[CH3:32])=[CH:28][CH:29]=2)=[O:12])=[CH:18][CH:19]=1)[CH2:35][CH2:36][CH3:37], predict the reactants needed to synthesize it. The reactants are: [CH3:1][N:2]([CH3:33])[C:3]1[CH:8]=[CH:7][C:6]([CH2:9][N:10]([C:24]2[CH:29]=[CH:28][C:27]([CH:30]([CH3:32])[CH3:31])=[CH:26][CH:25]=2)[C:11]([CH:13]2[C:22]3[C:17](=[CH:18][CH:19]=[C:20]([OH:23])[CH:21]=3)[CH2:16][CH2:15][CH2:14]2)=[O:12])=[CH:5][CH:4]=1.[CH2:34](Br)[CH2:35][CH2:36][CH3:37]. (2) Given the product [CH2:1]([C:8]1[CH:9]=[CH:10][C:11]2[O:15][C:14]([C:21]3[CH:22]=[C:23]4[C:28](=[CH:29][CH:30]=3)[CH2:27][NH:26][CH2:25][CH2:24]4)=[CH:13][C:12]=2[CH:19]=1)[C:2]1[CH:7]=[CH:6][CH:5]=[CH:4][CH:3]=1, predict the reactants needed to synthesize it. The reactants are: [CH2:1]([C:8]1[CH:9]=[CH:10][C:11]2[O:15][C:14](B(O)O)=[CH:13][C:12]=2[CH:19]=1)[C:2]1[CH:7]=[CH:6][CH:5]=[CH:4][CH:3]=1.Br[C:21]1[CH:22]=[C:23]2[C:28](=[CH:29][CH:30]=1)[CH2:27][N:26](C(=O)C(F)(F)F)[CH2:25][CH2:24]2.BrC1C=CC=C2C=1CN(C(=O)C(F)(F)F)CC2.C([O-])([O-])=O.[Na+].[Na+].